Dataset: Peptide-MHC class I binding affinity with 185,985 pairs from IEDB/IMGT. Task: Regression. Given a peptide amino acid sequence and an MHC pseudo amino acid sequence, predict their binding affinity value. This is MHC class I binding data. (1) The peptide sequence is SGPSNTPPEI. The MHC is H-2-Kd with pseudo-sequence H-2-Kd. The binding affinity (normalized) is 0. (2) The peptide sequence is QEYADVFHLY. The MHC is HLA-B45:01 with pseudo-sequence HLA-B45:01. The binding affinity (normalized) is 0.408. (3) The binding affinity (normalized) is 0.542. The MHC is HLA-A02:11 with pseudo-sequence HLA-A02:11. The peptide sequence is ILNSDDEQA.